Predict the product of the given reaction. From a dataset of Forward reaction prediction with 1.9M reactions from USPTO patents (1976-2016). Given the reactants [NH2:1][C:2]1[C:6]([C:7]([NH2:9])=[O:8])=[CH:5][N:4]([CH:10]2[CH2:14][CH2:13][CH2:12][CH2:11]2)[N:3]=1.[F:15][C:16]([F:27])([C:20]1[CH:25]=[CH:24][C:23]([F:26])=[CH:22][N:21]=1)[C:17]([O-])=O.[Na+].C[Si](OP(=O)=O)(C)C.CCOC(C)=O, predict the reaction product. The product is: [CH:10]1([N:4]2[CH:5]=[C:6]3[C:2]([N:1]=[C:17]([C:16]([F:27])([F:15])[C:20]4[CH:25]=[CH:24][C:23]([F:26])=[CH:22][N:21]=4)[N:9]=[C:7]3[OH:8])=[N:3]2)[CH2:11][CH2:12][CH2:13][CH2:14]1.